Dataset: Merck oncology drug combination screen with 23,052 pairs across 39 cell lines. Task: Regression. Given two drug SMILES strings and cell line genomic features, predict the synergy score measuring deviation from expected non-interaction effect. (1) Drug 1: CCC1=CC2CN(C1)Cc1c([nH]c3ccccc13)C(C(=O)OC)(c1cc3c(cc1OC)N(C)C1C(O)(C(=O)OC)C(OC(C)=O)C4(CC)C=CCN5CCC31C54)C2. Drug 2: CCN(CC)CCNC(=O)c1c(C)[nH]c(C=C2C(=O)Nc3ccc(F)cc32)c1C. Cell line: DLD1. Synergy scores: synergy=15.3. (2) Drug 1: Cc1nc(Nc2ncc(C(=O)Nc3c(C)cccc3Cl)s2)cc(N2CCN(CCO)CC2)n1. Drug 2: Cn1cc(-c2cnn3c(N)c(Br)c(C4CCCNC4)nc23)cn1. Cell line: A2058. Synergy scores: synergy=49.4. (3) Drug 1: O=c1[nH]cc(F)c(=O)[nH]1. Drug 2: COC1CC2CCC(C)C(O)(O2)C(=O)C(=O)N2CCCCC2C(=O)OC(C(C)CC2CCC(OP(C)(C)=O)C(OC)C2)CC(=O)C(C)C=C(C)C(O)C(OC)C(=O)C(C)CC(C)C=CC=CC=C1C. Cell line: RKO. Synergy scores: synergy=23.3. (4) Drug 1: COC12C(COC(N)=O)C3=C(C(=O)C(C)=C(N)C3=O)N1CC1NC12. Drug 2: N#Cc1ccc(Cn2cncc2CN2CCN(c3cccc(Cl)c3)C(=O)C2)cc1. Cell line: HCT116. Synergy scores: synergy=-24.0. (5) Drug 1: CN(C)C(=N)N=C(N)N. Drug 2: Cc1nc(Nc2ncc(C(=O)Nc3c(C)cccc3Cl)s2)cc(N2CCN(CCO)CC2)n1. Cell line: DLD1. Synergy scores: synergy=5.90. (6) Drug 1: NC1(c2ccc(-c3nc4ccn5c(=O)[nH]nc5c4cc3-c3ccccc3)cc2)CCC1. Drug 2: Cc1nc(Nc2ncc(C(=O)Nc3c(C)cccc3Cl)s2)cc(N2CCN(CCO)CC2)n1. Cell line: DLD1. Synergy scores: synergy=53.2. (7) Drug 1: CN(C)C(=N)N=C(N)N. Drug 2: Cn1cc(-c2cnn3c(N)c(Br)c(C4CCCNC4)nc23)cn1. Cell line: OVCAR3. Synergy scores: synergy=1.79.